Regression. Given a target protein amino acid sequence and a drug SMILES string, predict the binding affinity score between them. We predict pIC50 (pIC50 = -log10(IC50 in M); higher means more potent). Dataset: bindingdb_ic50. From a dataset of Drug-target binding data from BindingDB using IC50 measurements. (1) The target protein (Q9GJT6) has sequence MSKSKCSVGLMSSVVAPAKEPNAMGPKEVELILVKEQNGVQLTSSTLTNPRQSPVEAQDRETWGKKIDFLLSVIGFAVDLANVWRFPYLCYKNGGGAFLVPYLLFMVIAGMPLFYMELALGQFNREGAAGVWKICPVLKGVGFTVILISLYVGFFYNVIIAWALHYLFSSFTTELPWIHCNNSWNSPNCSDAHSGDSGGNGPGLNDTFGTTPAAEYFERGVLHLHQSHGIDDLGPPRWQLTACLVLVIVLLYFSLWKGVKTSGKVVWITATMPYVVLTALLLRGVTLPGAIDGIRAYLSVDFYRLCEASVWIDAATQVCFSLGVGFGVLIAFSSYNKFTNNCYRDAIVTTSINSLTSFSSGFVVFSFLGYMAQKHSVPIGDVAKDGPGLIFIIYPEAIATLPLSSAWAVVFFIMLLTLGIDSAMGGMESVITGLIDEFQLLHRHRELFTLFIVLATFLLSLFCVTNGGIYVFTLLDHFAAGTSILFGVLIEAIGVAWFYG.... The pIC50 is 8.5. The drug is COC(=O)[C@H]1[C@@H](c2ccc(Cl)c(Cl)c2)CC2CC[C@H]1O2. (2) The small molecule is CCOC(=O)c1c(-c2ccccc2Cl)csc1NC(=O)CSc1nc(C)cc(=O)[nH]1. The target protein (P65502) has sequence MKKIVLYGGQFNPIHTAHMIVASEVFHELQPDEFYFLPSFMSPLKKHNNFIDVQHRLTMIQMIIDELGFGDICDDEIKRGGQSYTYDTIKAFKEQHKDSELYFVIGTDQYNQLEKWYQIEYLKEMVTFVVVNRDKNSQNVENAMIAIQIPRVDISSTMIRQRVSEGKSIQVLVPKSVENYIKGEGLYEH. The pIC50 is 4.5. (3) The small molecule is C#CCN(Cc1ccc2nc(N)nc(N)c2n1)c1ccc(C(C)=O)cc1. The target protein (P07807) has sequence MAGGKIPIVGIVACLQPEMGIGFRGGLPWRLPSEMKYFRQVTSLTKDPNKKNALIMGRKTWESIPPKFRPLPNRMNVIISRSFKDDFVHDKERSIVQSNSLANAIMNLESNFKEHLERIYVIGGGEVYSQIFSITDHWLITKINPLDKNATPAMDTFLDAKKLEEVFSEQDPAQLKEFLPPKVELPETDCDQRYSLEEKGYCFEFTLYNRK. The pIC50 is 6.7. (4) The small molecule is O=C(N[C@H]1C(O)O[C@H](CO)[C@@H](O)[C@@H]1O)c1ccc(-c2ccccc2)cc1. The target protein (P19367) has sequence MIAAQLLAYYFTELKDDQVKKIDKYLYAMRLSDETLIDIMTRFRKEMKNGLSRDFNPTATVKMLPTFVRSIPDGSEKGDFIALDLGGSSFRILRVQVNHEKNQNVHMESEVYDTPENIVHGSGSQLFDHVAECLGDFMEKRKIKDKKLPVGFTFSFPCQQSKIDEAILITWTKRFKASGVEGADVVKLLNKAIKKRGDYDANIVAVVNDTVGTMMTCGYDDQHCEVGLIIGTGTNACYMEELRHIDLVEGDEGRMCINTEWGAFGDDGSLEDIRTEFDREIDRGSLNPGKQLFEKMVSGMYLGELVRLILVKMAKEGLLFEGRITPELLTRGKFNTSDVSAIEKNKEGLHNAKEILTRLGVEPSDDDCVSVQHVCTIVSFRSANLVAATLGAILNRLRDNKGTPRLRTTVGVDGSLYKTHPQYSRRFHKTLRRLVPDSDVRFLLSESGSGKGAAMVTAVAYRLAEQHRQIEETLAHFHLTKDMLLEVKKRMRAEMELGLR.... The pIC50 is 4.9. (5) The small molecule is O=C(CCN1CCCC1)Nc1ccc2c(NCCCCCCNc3c4ccc(NC(=O)CCN5CCCC5)cc4nc4cc(NC(=O)CCN5CCCC5)ccc34)c3ccc(NC(=O)CCN4CCCC4)cc3nc2c1. The target protein (Q9NUX5) has sequence MSLVPATNYIYTPLNQLKGGTIVNVYGVVKFFKPPYLSKGTDYCSVVTIVDQTNVKLTCLLFSGNYEALPIIYKNGDIVRFHRLKIQVYKKETQGITSSGFASLTFEGTLGAPIIPRTSSKYFNFTTEDHKMVEALRVWASTHMSPSWTLLKLCDVQPMQYFDLTCQLLGKAEVDGASFLLKVWDGTRTPFPSWRVLIQDLVLEGDLSHIHRLQNLTIDILVYDNHVHVARSLKVGSFLRIYSLHTKLQSMNSENQTMLSLEFHLHGGTSYGRGIRVLPESNSDVDQLKKDLESANLTANQHSDVICQSEPDDSFPSSGSVSLYEVERCQQLSATILTDHQYLERTPLCAILKQKAPQQYRIRAKLRSYKPRRLFQSVKLHCPKCHLLQEVPHEGDLDIIFQDGATKTPDVKLQNTSLYDSKIWTTKNQKGRKVAVHFVKNNGILPLSNECLLLIEGGTLSEICKLSNKFNSVIPVRSGHEDLELLDLSAPFLIQGTIHH.... The pIC50 is 4.8.